Dataset: Catalyst prediction with 721,799 reactions and 888 catalyst types from USPTO. Task: Predict which catalyst facilitates the given reaction. (1) Reactant: C(N[CH:5]([CH3:7])[CH3:6])(C)C.[CH2:8]([Li])CCC.[C:13]([C:17]1([C:20]([OH:22])=[O:21])[CH2:19][CH2:18]1)([CH3:16])(C)C.BrCC1[CH:30]=[CH:29][CH:28]=[C:27]([N+:31]([O-:33])=[O:32])[C:26]=1[CH3:34].[Cl-].[NH4+]. Product: [CH3:34][C:26]1[C:27]([N+:31]([O-:33])=[O:32])=[CH:28][CH:29]=[CH:30][C:16]=1[CH2:13][C:17]1([C:20]([O:22][C:5]([CH3:7])([CH3:8])[CH3:6])=[O:21])[CH2:18][CH2:19]1. The catalyst class is: 1. (2) Reactant: [Br:1][C:2]1[CH:7]=[CH:6][C:5]([Cl:8])=[CH:4][C:3]=1[CH2:9][C:10]([OH:12])=O.C(Cl)(=O)C(Cl)=O.C[N:20](C=O)C. Product: [Br:1][C:2]1[CH:7]=[CH:6][C:5]([Cl:8])=[CH:4][C:3]=1[CH2:9][C:10]([NH2:20])=[O:12]. The catalyst class is: 1. (3) Reactant: [Cr](O[Cr]([O-])(=O)=O)([O-])(=O)=O.[NH+]1C=CC=CC=1.[NH+]1C=CC=CC=1.[C:22]([O:26][C:27]([NH:29][C@H:30]([C:44]([O:46][CH3:47])=[O:45])[CH2:31][C:32]1[CH:33]=[N:34][C:35]([CH2:38][CH2:39][CH2:40][CH:41]([OH:43])[CH3:42])=[CH:36][CH:37]=1)=[O:28])([CH3:25])([CH3:24])[CH3:23]. Product: [C:22]([O:26][C:27]([NH:29][C@H:30]([C:44]([O:46][CH3:47])=[O:45])[CH2:31][C:32]1[CH:33]=[N:34][C:35]([CH2:38][CH2:39][CH2:40][C:41](=[O:43])[CH3:42])=[CH:36][CH:37]=1)=[O:28])([CH3:25])([CH3:23])[CH3:24]. The catalyst class is: 2.